Dataset: Catalyst prediction with 721,799 reactions and 888 catalyst types from USPTO. Task: Predict which catalyst facilitates the given reaction. Reactant: [N+:1]([C:4]1[CH:5]=[N:6][C:7]([NH:10][C:11]2[CH:16]=[CH:15][C:14]([S:17]([NH:20][CH2:21][CH2:22][N:23]3[CH2:27][CH2:26][CH2:25][CH2:24]3)(=[O:19])=[O:18])=[CH:13][CH:12]=2)=[N:8][CH:9]=1)([O-])=O. Product: [NH2:1][C:4]1[CH:9]=[N:8][C:7]([NH:10][C:11]2[CH:16]=[CH:15][C:14]([S:17]([NH:20][CH2:21][CH2:22][N:23]3[CH2:27][CH2:26][CH2:25][CH2:24]3)(=[O:19])=[O:18])=[CH:13][CH:12]=2)=[N:6][CH:5]=1. The catalyst class is: 5.